This data is from Reaction yield outcomes from USPTO patents with 853,638 reactions. The task is: Predict the reaction yield, written as a fraction of the theoretical maximum amount of product (1.0 means a 100% yield; for example, 0.34 means a 34% yield). (1) The reactants are [Br:1][C:2]1[C:10]2[O:9][C:8]([CH2:11]Br)=[CH:7][C:6]=2[C:5]([F:13])=[C:4]([F:14])[CH:3]=1.[CH3:15][OH:16].C[O-].[Na+]. The catalyst is CO. The product is [Br:1][C:2]1[C:10]2[O:9][C:8]([CH2:11][O:16][CH3:15])=[CH:7][C:6]=2[C:5]([F:13])=[C:4]([F:14])[CH:3]=1. The yield is 0.800. (2) The reactants are [F:1][C:2]1[CH:3]=[CH:4][C:5]([O:11][CH3:12])=[C:6]([CH:8]([OH:10])[CH3:9])[CH:7]=1.[NH2:13][C:14]1[C:19](Br)=[N:18][C:17]([Br:21])=[CH:16][N:15]=1.C[Si](C)(C)[N-][Si](C)(C)C.[Na+]. The catalyst is O1CCCC1. The product is [Br:21][C:17]1[N:18]=[C:19]([O:10][CH:8]([C:6]2[CH:7]=[C:2]([F:1])[CH:3]=[CH:4][C:5]=2[O:11][CH3:12])[CH3:9])[C:14]([NH2:13])=[N:15][CH:16]=1. The yield is 0.420.